The task is: Predict the reactants needed to synthesize the given product.. This data is from Full USPTO retrosynthesis dataset with 1.9M reactions from patents (1976-2016). Given the product [Cl:29][C:27]1[CH:26]=[CH:25][C:24]2[S:30][C:20]([C:17]3[CH:16]=[CH:15][C:14]([O:13][C:8]([CH3:7])([CH3:12])[C:9]([OH:11])=[O:10])=[CH:19][CH:18]=3)=[N:22][C:23]=2[CH:28]=1, predict the reactants needed to synthesize it. The reactants are: C(O)(=O)C.C([CH2:7][C:8]([O:13][C:14]1[CH:19]=[CH:18][C:17]([CH:20]=O)=[CH:16][CH:15]=1)([CH3:12])[C:9]([OH:11])=[O:10])C.[NH2:22][C:23]1[CH:28]=[C:27]([Cl:29])[CH:26]=[CH:25][C:24]=1[SH:30].C([O-])(=O)C.[Na+].